From a dataset of TCR-epitope binding with 47,182 pairs between 192 epitopes and 23,139 TCRs. Binary Classification. Given a T-cell receptor sequence (or CDR3 region) and an epitope sequence, predict whether binding occurs between them. The epitope is TSNQVAVLY. The TCR CDR3 sequence is CASSHPGTGTNEQFF. Result: 0 (the TCR does not bind to the epitope).